From a dataset of Experimentally validated miRNA-target interactions with 360,000+ pairs, plus equal number of negative samples. Binary Classification. Given a miRNA mature sequence and a target amino acid sequence, predict their likelihood of interaction. (1) The miRNA is hsa-miR-4437 with sequence UGGGCUCAGGGUACAAAGGUU. The protein sequence of the target gene is MEEGERSPLLSQETAGQKPLSVHRPPTSGCLGPVPREDQAEAWGCSCCPPETKHQALSGTPKKGPAPSLSPGSSCVKYLIFLSNFPFSLLGLLALAIGLWGLAVKGSLGSDLGGPLPTDPMLGLALGGLVVSAASLAGCLGALCENTCLLRGFSGGILAFLVLEAVAGALVVALWGPLQDSLEHTLRVAIAHYQDDPDLRFLLDQVQLGLRCCGAASYQDWQQNLYFNCSSPGVQACSLPASCCIDPREDGASVNDQCGFGVLRLDADAAQRVVYLEGCGPPLRRWLRANLAASGGYAIA.... Result: 0 (no interaction). (2) The miRNA is mmu-miR-1896 with sequence CUCUCUGAUGGUGGGUGAGGAG. The protein sequence of the target gene is MAGASVKVAVRVRPFNARETSQDAKCVVSMQGNTTSIINPKQSKDAPKSFTFDYSYWSHTSVEDPQFASQQQVYRDIGEEMLLHAFEGYNVCIFAYGQTGAGKSYTMMGRQEPGQQGIVPQLCEDLFSRVNVNQSAQLSYSVEVSYMEIYCERVRDLLNPKSRGSLRVREHPILGPYVQDLSKLAVTSYADIADLMDCGNKARTVAATNMNETSSRSHAVFTIVFTQRSHDQLTGLDSEKVSKISLVDLAGSERADSSGARGMRLKEGANINKSLTTLGKVISALADLQSKKRKSDFIPY.... Result: 1 (interaction). (3) The miRNA is hsa-miR-7-1-3p with sequence CAACAAAUCACAGUCUGCCAUA. The protein sequence of the target gene is MAENSGRAGKSSGSGAGKGAVSAEQVIAGFNRLRQEQRGLASKAAELEMELNEHSLVIDTLKEVDETRKCYRMVGGVLVERTVKEVLPALENNKEQIQKIIETLTQQLQAKGKELNEFREKHNIRLMGEDEKPAAKENSEGAGAKASSAGVLVS. Result: 1 (interaction). (4) The miRNA is hsa-miR-1307-3p with sequence ACUCGGCGUGGCGUCGGUCGUG. The protein sequence of the target gene is MYSAHRPLMPASSAASRGLGMFVWTNVEPRSVAVFPWHSLVPFLAPSQPDPSVQPSEAQQPASHPVASNQSKEPAESAAVAHERPPGGTGSADPERPPGATCPESPGPGPPHPLGVVESGKGPPPTTEEEASGPPGEPRLDSETESDHDDAFLSIMSPEIQLPLPPGKRRTQSLSALPKERDSSSEKDGRSPNKREKDHIRRPMNAFMIFSKRHRALVHQRHPNQDNRTVSKILGEWWYALGPKEKQKYHDLAFQVKEAHFKAHPDWKWCNKDRKKSSSEAKPTSLGLAGGHKETRERSM.... Result: 1 (interaction). (5) The miRNA is mmu-miR-8118 with sequence GACAAACAUGACUAUGCUGACA. The protein sequence of the target gene is MRPQDSTGVAELQEPGLPLTDDAPPGATEEPAAAEAAGAPDRGRCWLCLSSPCCSRTEPEAKKKAPCPGLGLFYTLLSAFLFSVGSLFVKKVQDVHAVEISAFRCVFQMLVVIPCLIYRKTGFIGPKGQRIFLILRGVLGSTAMMLIYYAYQTMSLADATVITFSSPVFTSIFAWICLKEKYSPWDALFTVFTITGVILIVRPPFLFGSDTSGMEESYSGHLKGTFAAIGSAVFAASTLVILRKMGKSVDYFLSIWYYVVLGLVESVIILSVLGEWSLPYCGLDRLFLIFIGLFGLGGQI.... Result: 0 (no interaction). (6) The miRNA is cel-miR-66-5p with sequence CAUGACACUGAUUAGGGAUGUGA. The protein sequence of the target gene is MQRLLFPPLRALKGRQYLPLLAPRAAPRAQCDCIRRPLRPGQYSTISEVALQSGRGTVSLPSKAAERVVGRWLLVCSGTVAGAVILGGVTRLTESGLSMVDWHLIKEMKPPTSQEEWEAEFQRYQQFPEFKILNHDMTLTEFKFIWYMEYSHRMWGRLVGLVYILPAAYFWRKGWLSRGMKGRVLALCGLVCFQGLLGWYMVKSGLEEKSDSHDIPRVSQYRLAAHLGSALVLYCASLWTSLSLLLPPHKLPETHQLLQLRRFAHGTAGLVFLTALSGAFVAGLDAGLVYNSFPKMGESW.... Result: 0 (no interaction). (7) The miRNA is hsa-miR-3937 with sequence ACAGGCGGCUGUAGCAAUGGGGG. The protein sequence of the target gene is MKLYSLSVLYKGEAKVVLLKAAYDVSSFSFFQRSSVQEFMTFTSQLIVERSSKGTRASVKEQDYLCHVYVRNDSLAGVVIADNEYPSRVAFTLLEKVLDEFSKQVDRIDWPVGSPATIHYPALDGHLSRYQNPREADPMTKVQAELDETKIILHNTMESLLERGEKLDDLVSKSEVLGTQSKAFYKTARKQNSCCAIM. Result: 1 (interaction). (8) Result: 0 (no interaction). The miRNA is mmu-miR-1964-5p with sequence AGCUGGAGCACAAAAGCCGGUG. The protein sequence of the target gene is MPSALAIFTCRPNSHPFQERHVYLDEPIKIGRSVARCRPAQNNATFDCKVLSRNHALVWFDHKTGKFYLQDTKSSNGTFINSQRLSRGSEESPPCEILSGDIIQFGVDVTENTRKVTHGCIVSTIKLFLPDGMEARLRSDVIHAPLPSPVDKVAANTPSMYSQELFQLSQYLQEALHREQMLEQKLATLQRLLAITQEASDTSWQALIDEDRLLSRLEVMGNQLQACSKNQTEDSLRKELIALQEDKHNYETTAKESLRRVLQEKIEVVRKLSEVERSLSNTEDECTHLKEMNERTQEEL.... (9) The miRNA is hsa-miR-544b with sequence ACCUGAGGUUGUGCAUUUCUAA. The protein sequence of the target gene is MGSWALLWPPLLFTGLLVRPPGTMAQAQYCSVNKDIFEVEENTNVTEPLVDIHVPEGQEVTLGALSTPFAFRIQGNQLFLNVTPDYEEKSLLEAQLLCQSGGTLVTQLRVFVSVLDVNDNAPEFPFKTKEIRVEEDTKVNSTVIPETQLQAEDRDKDDILFYTLQEMTAGASDYFSLVSVNRPALRLDRPLDFYERPNMTFWLLVRDTPGENVEPSHTATATLVLNVVPADLRPPWFLPCTFSDGYVCIQAQYHGAVPTGHILPSPLVLRPGPIYAEDGDRGINQPIIYSIFRGNVNGTF.... Result: 0 (no interaction).